Task: Regression. Given two drug SMILES strings and cell line genomic features, predict the synergy score measuring deviation from expected non-interaction effect.. Dataset: NCI-60 drug combinations with 297,098 pairs across 59 cell lines (1) Drug 2: CC1=C(C(CCC1)(C)C)C=CC(=CC=CC(=CC(=O)O)C)C. Synergy scores: CSS=29.7, Synergy_ZIP=-1.91, Synergy_Bliss=-1.84, Synergy_Loewe=-1.42, Synergy_HSA=-0.214. Drug 1: C1=NC2=C(N1)C(=S)N=C(N2)N. Cell line: HS 578T. (2) Drug 1: CC1OCC2C(O1)C(C(C(O2)OC3C4COC(=O)C4C(C5=CC6=C(C=C35)OCO6)C7=CC(=C(C(=C7)OC)O)OC)O)O. Drug 2: C1=NC(=NC(=O)N1C2C(C(C(O2)CO)O)O)N. Cell line: SNB-19. Synergy scores: CSS=33.8, Synergy_ZIP=1.42, Synergy_Bliss=1.56, Synergy_Loewe=-1.60, Synergy_HSA=2.30. (3) Drug 1: CC1C(C(CC(O1)OC2CC(CC3=C2C(=C4C(=C3O)C(=O)C5=C(C4=O)C(=CC=C5)OC)O)(C(=O)CO)O)N)O.Cl. Drug 2: C1CNP(=O)(OC1)N(CCCl)CCCl. Cell line: MCF7. Synergy scores: CSS=0.369, Synergy_ZIP=0.00828, Synergy_Bliss=-1.35, Synergy_Loewe=-0.354, Synergy_HSA=-2.57. (4) Drug 1: CC1=C(C(=CC=C1)Cl)NC(=O)C2=CN=C(S2)NC3=CC(=NC(=N3)C)N4CCN(CC4)CCO. Drug 2: CC1=C(N=C(N=C1N)C(CC(=O)N)NCC(C(=O)N)N)C(=O)NC(C(C2=CN=CN2)OC3C(C(C(C(O3)CO)O)O)OC4C(C(C(C(O4)CO)O)OC(=O)N)O)C(=O)NC(C)C(C(C)C(=O)NC(C(C)O)C(=O)NCCC5=NC(=CS5)C6=NC(=CS6)C(=O)NCCC[S+](C)C)O. Cell line: 786-0. Synergy scores: CSS=51.7, Synergy_ZIP=-5.78, Synergy_Bliss=1.85, Synergy_Loewe=4.82, Synergy_HSA=5.26. (5) Drug 1: CN(CC1=CN=C2C(=N1)C(=NC(=N2)N)N)C3=CC=C(C=C3)C(=O)NC(CCC(=O)O)C(=O)O. Drug 2: C1CN1P(=S)(N2CC2)N3CC3. Cell line: HS 578T. Synergy scores: CSS=33.2, Synergy_ZIP=-11.1, Synergy_Bliss=-1.45, Synergy_Loewe=-1.77, Synergy_HSA=-1.14. (6) Synergy scores: CSS=12.7, Synergy_ZIP=-3.42, Synergy_Bliss=0.558, Synergy_Loewe=-7.12, Synergy_HSA=0.378. Drug 2: CCC1(C2=C(COC1=O)C(=O)N3CC4=CC5=C(C=CC(=C5CN(C)C)O)N=C4C3=C2)O.Cl. Drug 1: CC(CN1CC(=O)NC(=O)C1)N2CC(=O)NC(=O)C2. Cell line: UACC-257.